The task is: Predict the reactants needed to synthesize the given product.. This data is from Full USPTO retrosynthesis dataset with 1.9M reactions from patents (1976-2016). (1) Given the product [CH2:18]([C:3]1([C:7]([O:9][CH2:10][CH3:11])=[O:8])[CH2:4][CH2:5][CH2:6][C:2]1=[O:1])[CH:19]([CH3:21])[CH3:20], predict the reactants needed to synthesize it. The reactants are: [O:1]=[C:2]1[CH2:6][CH2:5][CH2:4][CH:3]1[C:7]([O:9][CH2:10][CH3:11])=[O:8].C(=O)([O-])[O-].[K+].[K+].[CH2:18](Br)[CH:19]([CH3:21])[CH3:20]. (2) Given the product [CH3:1][O:2][C:3](=[O:4])[C:5]1[CH:10]=[CH:9][N:8]=[CH:7][C:6]=1[C:11]([Cl:16])=[O:13], predict the reactants needed to synthesize it. The reactants are: [CH3:1][O:2][C:3]([C:5]1[CH:10]=[CH:9][N:8]=[CH:7][C:6]=1[C:11]([OH:13])=O)=[O:4].S(Cl)([Cl:16])=O. (3) Given the product [F:1][C:2]1[C:7]([C:8]2[CH:13]=[CH:12][CH:11]=[C:10]([CH3:14])[CH:9]=2)=[C:6]([C@H:15]([O:29][CH2:30][CH2:31][O:32][S:41]([CH3:40])(=[O:43])=[O:42])[C@@H:16]2[O:21][CH2:20][CH2:19][N:18]([C:22]([O:24][C:25]([CH3:26])([CH3:27])[CH3:28])=[O:23])[CH2:17]2)[CH:5]=[CH:4][CH:3]=1, predict the reactants needed to synthesize it. The reactants are: [F:1][C:2]1[C:7]([C:8]2[CH:13]=[CH:12][CH:11]=[C:10]([CH3:14])[CH:9]=2)=[C:6]([C@H:15]([O:29][CH2:30][CH2:31][OH:32])[C@@H:16]2[O:21][CH2:20][CH2:19][N:18]([C:22]([O:24][C:25]([CH3:28])([CH3:27])[CH3:26])=[O:23])[CH2:17]2)[CH:5]=[CH:4][CH:3]=1.CCN(CC)CC.[CH3:40][S:41](Cl)(=[O:43])=[O:42].O. (4) Given the product [F:12][C:4]1[C:5]([O:10][CH3:11])=[CH:6][C:7]([O:8][CH3:9])=[C:2]([F:1])[C:3]=1[N:13]1[CH2:18][C:17]2[CH:19]=[N:20][C:21]3[NH:25][C:24]([CH2:26][N:33]4[CH2:34][CH2:35][N:30]([CH2:36][CH2:37][OH:38])[CH2:31][CH2:32]4)=[CH:23][C:22]=3[C:16]=2[N:15]([CH3:28])[C:14]1=[O:29], predict the reactants needed to synthesize it. The reactants are: [F:1][C:2]1[C:7]([O:8][CH3:9])=[CH:6][C:5]([O:10][CH3:11])=[C:4]([F:12])[C:3]=1[N:13]1[CH2:18][C:17]2[CH:19]=[N:20][C:21]3[NH:25][C:24]([CH:26]=O)=[CH:23][C:22]=3[C:16]=2[N:15]([CH3:28])[C:14]1=[O:29].[N:30]1([CH2:36][CH2:37][OH:38])[CH2:35][CH2:34][NH:33][CH2:32][CH2:31]1.C(O)(=O)C.C(O[BH-](OC(=O)C)OC(=O)C)(=O)C.[Na+].